The task is: Predict which catalyst facilitates the given reaction.. This data is from Catalyst prediction with 721,799 reactions and 888 catalyst types from USPTO. (1) Reactant: [Cl:1][C:2]1[CH:3]=[C:4]([CH2:9][C:10]([N:12]([C@@H:14]([C:22]2[CH:27]=[CH:26][CH:25]=[CH:24][CH:23]=2)[CH2:15][N:16]2[CH2:20][CH2:19][C@@H:18]([OH:21])[CH2:17]2)[CH3:13])=[O:11])[CH:5]=[CH:6][C:7]=1[Cl:8].C(N(CC)CC)C.[CH3:35][S:36](Cl)(=[O:38])=[O:37]. Product: [CH3:35][S:36]([O:21][C@@H:18]1[CH2:19][CH2:20][N:16]([CH2:15][C@@H:14]([N:12]([CH3:13])[C:10](=[O:11])[CH2:9][C:4]2[CH:5]=[CH:6][C:7]([Cl:8])=[C:2]([Cl:1])[CH:3]=2)[C:22]2[CH:23]=[CH:24][CH:25]=[CH:26][CH:27]=2)[CH2:17]1)(=[O:38])=[O:37]. The catalyst class is: 4. (2) Reactant: CC(C)([O-])C.[K+].[Cl-].COC[P+](C1C=CC=CC=1)(C1C=CC=CC=1)C1C=CC=CC=1.[C:30]([O:34][C:35]([N:37]1[CH2:41][CH2:40][C@@H:39]([CH2:42][NH:43][C:44]([O:46][C:47]([CH3:50])([CH3:49])[CH3:48])=[O:45])[C@@H:38]1C=O)=[O:36])([CH3:33])([CH3:32])[CH3:31].[C:53]([O:56][CH2:57]C)(=O)[CH3:54]. Product: [C:30]([O:34][C:35]([N:37]1[CH2:41][CH2:40][C@@H:39]([CH2:42][NH:43][C:44]([O:46][C:47]([CH3:50])([CH3:48])[CH3:49])=[O:45])[C@@H:38]1/[CH:54]=[CH:53]/[O:56][CH3:57])=[O:36])([CH3:33])([CH3:31])[CH3:32]. The catalyst class is: 1. (3) Reactant: [N+](C1C=CC([O:10][C:11]([N:13]2[CH2:18][CH2:17][CH:16]([C:19]3[CH:24]=[CH:23][C:22]([NH:25][C:26]([C:28]4[N:29]=[C:30]([C:37]5[CH:42]=[CH:41][CH:40]=[CH:39][CH:38]=5)[O:31][C:32]=4[C:33]([F:36])([F:35])[F:34])=[O:27])=[CH:21][CH:20]=3)[CH2:15][CH2:14]2)=O)=CC=1)([O-])=O.[CH3:43][O:44][C:45](=[O:53])[CH2:46][CH:47]1[CH2:52][CH2:51][NH:50][CH2:49][CH2:48]1.C(N(CC)C(C)C)(C)C. Product: [CH3:43][O:44][C:45](=[O:53])[CH2:46][CH:47]1[CH2:48][CH2:49][N:50]([C:11]([N:13]2[CH2:18][CH2:17][CH:16]([C:19]3[CH:20]=[CH:21][C:22]([NH:25][C:26]([C:28]4[N:29]=[C:30]([C:37]5[CH:38]=[CH:39][CH:40]=[CH:41][CH:42]=5)[O:31][C:32]=4[C:33]([F:35])([F:34])[F:36])=[O:27])=[CH:23][CH:24]=3)[CH2:15][CH2:14]2)=[O:10])[CH2:51][CH2:52]1. The catalyst class is: 60. (4) Reactant: [F:1][C:2]1[C:10]2[O:9][C:8]([N:11]3[C:19]4[C:14](=[CH:15][CH:16]=[CH:17][CH:18]=4)[CH2:13][CH2:12]3)=[N:7][C:6]=2[CH:5]=[CH:4][C:3]=1[CH2:20][C:21]([O:23]C)=[O:22].[OH-].[Na+]. Product: [F:1][C:2]1[C:10]2[O:9][C:8]([N:11]3[C:19]4[C:14](=[CH:15][CH:16]=[CH:17][CH:18]=4)[CH2:13][CH2:12]3)=[N:7][C:6]=2[CH:5]=[CH:4][C:3]=1[CH2:20][C:21]([OH:23])=[O:22]. The catalyst class is: 36.